Binary Classification. Given a drug SMILES string, predict its activity (active/inactive) in a high-throughput screening assay against a specified biological target. From a dataset of Tyrosyl-DNA phosphodiesterase HTS with 341,365 compounds. The compound is S=C1N(C(=O)/C(=C(\NN2C(CCCC2)c2cccnc2)C)C(=O)N1)CC. The result is 0 (inactive).